The task is: Regression. Given a peptide amino acid sequence and an MHC pseudo amino acid sequence, predict their binding affinity value. This is MHC class II binding data.. This data is from Peptide-MHC class II binding affinity with 134,281 pairs from IEDB. (1) The peptide sequence is HSLLDEGKQSLTKLA. The MHC is HLA-DPA10301-DPB10402 with pseudo-sequence HLA-DPA10301-DPB10402. The binding affinity (normalized) is 0.0628. (2) The peptide sequence is QPFPKTVWEQILNTW. The MHC is HLA-DPA10103-DPB10402 with pseudo-sequence HLA-DPA10103-DPB10402. The binding affinity (normalized) is 0.531.